Predict the product of the given reaction. From a dataset of Forward reaction prediction with 1.9M reactions from USPTO patents (1976-2016). (1) Given the reactants C(O)CCCCCCC#C.[CH2:11]([OH:26])[C:12]#[C:13][CH2:14][CH2:15][CH2:16][CH2:17][CH2:18][CH2:19][CH2:20][CH2:21][CH2:22][CH2:23][CH2:24][CH3:25].NCCCN, predict the reaction product. The product is: [CH2:11]([OH:26])[CH2:12][CH2:13][CH2:14][CH2:15][CH2:16][CH2:17][CH2:18][CH2:19][CH2:20][CH2:21][CH2:22][CH2:23][C:24]#[CH:25]. (2) Given the reactants [C:1]([Si:5]([CH3:24])([CH3:23])[O:6][C:7]1[CH:12]=[CH:11][C:10]([C:13](=[N:21][OH:22])[CH2:14][C:15]2[CH:20]=[CH:19][CH:18]=[CH:17][CH:16]=2)=[CH:9][CH:8]=1)([CH3:4])([CH3:3])[CH3:2].C1COCC1.C([Li])CCC.[CH3:35][O:36][C:37]([C:39]1([C:42](OC)=[O:43])[CH2:41][CH2:40]1)=[O:38], predict the reaction product. The product is: [CH3:35][O:36][C:37]([C:39]1([C:42]2([OH:43])[O:22][N:21]=[C:13]([C:10]3[CH:11]=[CH:12][C:7]([O:6][Si:5]([C:1]([CH3:2])([CH3:4])[CH3:3])([CH3:24])[CH3:23])=[CH:8][CH:9]=3)[CH:14]2[C:15]2[CH:16]=[CH:17][CH:18]=[CH:19][CH:20]=2)[CH2:41][CH2:40]1)=[O:38].